Dataset: Full USPTO retrosynthesis dataset with 1.9M reactions from patents (1976-2016). Task: Predict the reactants needed to synthesize the given product. (1) Given the product [OH:15][CH2:10][CH2:11][CH2:12][C:13]1[O:3][N:1]=[C:4]([C:5]([O:7][CH2:8][CH3:9])=[O:6])[CH:14]=1, predict the reactants needed to synthesize it. The reactants are: [N+:1]([CH2:4][C:5]([O:7][CH2:8][CH3:9])=[O:6])([O-:3])=O.[CH2:10]([OH:15])[CH2:11][CH2:12][C:13]#[CH:14].N12CCN(CC1)CC2. (2) Given the product [Br:1][C:2]1[C:3]([Cl:11])=[C:4]([CH:5]=[CH:6][CH:7]=1)[NH2:8], predict the reactants needed to synthesize it. The reactants are: [Br:1][C:2]1[CH:7]=[CH:6][CH:5]=[C:4]([N+:8]([O-])=O)[C:3]=1[Cl:11].